Task: Predict the product of the given reaction.. Dataset: Forward reaction prediction with 1.9M reactions from USPTO patents (1976-2016) (1) Given the reactants [Cl:1][C:2]1[CH:3]=[C:4]([N+:15]([O-:17])=[O:16])[C:5]([NH:8][CH2:9][C@@H:10]2[CH2:14][CH2:13][NH:12][CH2:11]2)=[N:6][CH:7]=1.C(N(C(C)C)CC)(C)C.[CH:27]1([C:30](Cl)=[O:31])[CH2:29][CH2:28]1, predict the reaction product. The product is: [Cl:1][C:2]1[CH:3]=[C:4]([N+:15]([O-:17])=[O:16])[C:5]([NH:8][CH2:9][C@@H:10]2[CH2:14][CH2:13][N:12]([C:30]([CH:27]3[CH2:29][CH2:28]3)=[O:31])[CH2:11]2)=[N:6][CH:7]=1. (2) Given the reactants Cl.[CH2:2]([N:9]1[CH2:14][CH2:13][C:12](=O)[CH:11]([C:16]([O:18]CC)=O)[CH2:10]1)[C:3]1[CH:8]=[CH:7][CH:6]=[CH:5][CH:4]=1.C(O)(=O)C.[CH:25]([NH2:27])=[NH:26].C[O-].[Na+], predict the reaction product. The product is: [CH2:2]([N:9]1[CH2:14][CH2:13][C:12]2[N:26]=[CH:25][NH:27][C:16](=[O:18])[C:11]=2[CH2:10]1)[C:3]1[CH:8]=[CH:7][CH:6]=[CH:5][CH:4]=1. (3) The product is: [Cl:17][C:14]1[CH:15]=[CH:16][C:11]([O:1][C:2]2[CH:3]=[C:4]([CH:7]=[CH:8][CH:9]=2)[CH:5]=[O:6])=[N:12][CH:13]=1. Given the reactants [OH:1][C:2]1[CH:3]=[C:4]([CH:7]=[CH:8][CH:9]=1)[CH:5]=[O:6].Cl[C:11]1[CH:16]=[CH:15][C:14]([Cl:17])=[CH:13][N:12]=1.C(=O)([O-])[O-].[Cs+].[Cs+], predict the reaction product. (4) Given the reactants [CH3:1][O:2][C:3]([CH:5]1[C:9](=O)[CH2:8][S:7][CH2:6]1)=[O:4].Cl.[NH2:12][OH:13].C(=O)([O-])[O-].[Ba+2], predict the reaction product. The product is: [CH3:1][O:2][C:3]([CH:5]1[C:9](=[N:12][OH:13])[CH2:8][S:7][CH2:6]1)=[O:4].